From a dataset of Catalyst prediction with 721,799 reactions and 888 catalyst types from USPTO. Predict which catalyst facilitates the given reaction. (1) Reactant: [NH2:1][C:2]1[S:3][C:4]2[CH:10]=[C:9]([S:11][C:12]([CH3:17])([CH3:16])[C:13]([OH:15])=O)[CH:8]=[CH:7][C:5]=2[N:6]=1.Cl.CN(C)[CH2:21][CH2:22][CH2:23][N:24]=[C:25]=NCC.N1CCCC1. Product: [NH2:1][C:2]1[S:3][C:4]2[CH:10]=[C:9]([S:11][C:12]([CH3:17])([CH3:16])[C:13]([N:24]3[CH2:25][CH2:21][CH2:22][CH2:23]3)=[O:15])[CH:8]=[CH:7][C:5]=2[N:6]=1. The catalyst class is: 468. (2) Reactant: [H-].[H-].[H-].[H-].[Li+].[Al+3].[CH:7]1([C:13]2[CH:18]=[CH:17][C:16]([C:19]([CH3:26])=[CH:20][C:21](OCC)=[O:22])=[CH:15][CH:14]=2)[CH2:12][CH2:11][CH2:10][CH2:9][CH2:8]1. Product: [CH:7]1([C:13]2[CH:14]=[CH:15][C:16]([C:19]([CH3:26])=[CH:20][CH2:21][OH:22])=[CH:17][CH:18]=2)[CH2:8][CH2:9][CH2:10][CH2:11][CH2:12]1. The catalyst class is: 28. (3) Reactant: [NH2:1][C:2]1[NH:7][C:6](=[O:8])[C:5]2=[CH:9][N:10]=[C:11]([C@H:12]3[CH2:17][CH2:16][C@H:15]([C:18]([O:20][CH3:21])=[O:19])[CH2:14][CH2:13]3)[N:4]2[N:3]=1.[I:22]N1C(=O)CCC1=O. Product: [NH2:1][C:2]1[NH:7][C:6](=[O:8])[C:5]2=[C:9]([I:22])[N:10]=[C:11]([C@H:12]3[CH2:13][CH2:14][C@H:15]([C:18]([O:20][CH3:21])=[O:19])[CH2:16][CH2:17]3)[N:4]2[N:3]=1. The catalyst class is: 9. (4) Reactant: [C:1]([C:5]1[O:9][N:8]=[C:7]([NH:10][C:11]([NH:13][C:14]2[CH:19]=[CH:18][C:17]([C:20]3[N:21]=[C:22]4[N:26]([CH:27]=3)[C:25]3[CH:28]=[CH:29][C:30]([O:32][CH2:33][CH2:34]Cl)=[CH:31][C:24]=3[S:23]4)=[CH:16][CH:15]=2)=[O:12])[CH:6]=1)([CH3:4])([CH3:3])[CH3:2].[CH2:36]([CH2:38][NH2:39])[OH:37].C(=O)([O-])[O-].[K+].[K+].[I-].[Na+]. Product: [C:1]([C:5]1[O:9][N:8]=[C:7]([NH:10][C:11]([NH:13][C:14]2[CH:19]=[CH:18][C:17]([C:20]3[N:21]=[C:22]4[N:26]([CH:27]=3)[C:25]3[CH:28]=[CH:29][C:30]([O:32][CH2:33][CH2:34][NH:39][CH2:38][CH2:36][OH:37])=[CH:31][C:24]=3[S:23]4)=[CH:16][CH:15]=2)=[O:12])[CH:6]=1)([CH3:4])([CH3:3])[CH3:2]. The catalyst class is: 3. (5) Reactant: N[C:2]1[S:3][C:4]([C:9]([O:11][CH2:12][CH3:13])=[O:10])=[C:5]([CH2:7][CH3:8])[N:6]=1.B(F)(F)F.CCOCC.N(OCCCC)=O.[Na].[OH-].[Na+]. Product: [CH2:7]([C:5]1[N:6]=[CH:2][S:3][C:4]=1[C:9]([O:11][CH2:12][CH3:13])=[O:10])[CH3:8]. The catalyst class is: 1. (6) Reactant: [O:1]1[CH:5]=[CH:4][CH:3]=[C:2]1[C:6]([NH:8][C:9]1[CH:10]=[C:11]([CH:15]=[CH:16][C:17]=1[N:18]1[CH2:23][CH2:22][N:21]([C:24]2[CH:29]=[CH:28][CH:27]=[CH:26][C:25]=2[CH3:30])[CH2:20][CH2:19]1)[C:12](O)=[O:13])=[O:7].C(N(CC)CC)C.[C:38]1([CH2:44][CH2:45][CH2:46][NH2:47])[CH:43]=[CH:42][CH:41]=[CH:40][CH:39]=1. Product: [C:38]1([CH2:44][CH2:45][CH2:46][NH:47][C:12]([C:11]2[CH:15]=[CH:16][C:17]([N:18]3[CH2:23][CH2:22][N:21]([C:24]4[CH:29]=[CH:28][CH:27]=[CH:26][C:25]=4[CH3:30])[CH2:20][CH2:19]3)=[C:9]([NH:8][C:6]([C:2]3[O:1][CH:5]=[CH:4][CH:3]=3)=[O:7])[CH:10]=2)=[O:13])[CH:43]=[CH:42][CH:41]=[CH:40][CH:39]=1. The catalyst class is: 2. (7) Reactant: Cl.[CH3:2][O:3][C:4]1[CH:5]=[C:6]([CH:11]=[CH:12][C:13]=1[C:14]1[O:18][C:17]([CH3:19])=[N:16][CH:15]=1)[C:7]([NH:9][NH2:10])=[O:8].[CH2:20]([O:27][CH:28]([CH2:32][CH2:33][CH2:34][Cl:35])[C:29](O)=[O:30])[C:21]1[CH:26]=[CH:25][CH:24]=[CH:23][CH:22]=1.C(N(CC)CC)C.CN(C(ON1N=NC2C=CC=NC1=2)=[N+](C)C)C.F[P-](F)(F)(F)(F)F. Product: [CH2:20]([O:27][CH:28]([CH2:32][CH2:33][CH2:34][Cl:35])[C:29]([NH:10][NH:9][C:7](=[O:8])[C:6]1[CH:11]=[CH:12][C:13]([C:14]2[O:18][C:17]([CH3:19])=[N:16][CH:15]=2)=[C:4]([O:3][CH3:2])[CH:5]=1)=[O:30])[C:21]1[CH:26]=[CH:25][CH:24]=[CH:23][CH:22]=1. The catalyst class is: 39. (8) Reactant: C([N:8]1[CH2:13][CH2:12][N:11]([C:14]2[CH:21]=[CH:20][C:17]([C:18]#[N:19])=[C:16]([C:22]([F:25])([F:24])[F:23])[CH:15]=2)[CH:10]([CH2:26][CH3:27])[CH2:9]1)C1C=CC=CC=1.[H][H]. Product: [CH2:26]([CH:10]1[CH2:9][NH:8][CH2:13][CH2:12][N:11]1[C:14]1[CH:21]=[CH:20][C:17]([C:18]#[N:19])=[C:16]([C:22]([F:25])([F:24])[F:23])[CH:15]=1)[CH3:27]. The catalyst class is: 129.